This data is from Forward reaction prediction with 1.9M reactions from USPTO patents (1976-2016). The task is: Predict the product of the given reaction. (1) Given the reactants Br[CH2:2][C:3]1[N:7]([CH3:8])[CH:6]=[N:5][C:4]=1[Cl:9].C(=O)([O-])[O-].[K+].[K+].[CH3:16][C:17]1[N:22]=[C:21]([SH:23])[N:20]=[C:19]([OH:24])[CH:18]=1, predict the reaction product. The product is: [Cl:9][C:4]1[N:5]=[CH:6][N:7]([CH3:8])[C:3]=1[CH2:2][S:23][C:21]1[N:20]=[C:19]([OH:24])[CH:18]=[C:17]([CH3:16])[N:22]=1. (2) Given the reactants C(O)C.[H-].[Na+].[CH:6]1([C:10](=[O:12])[CH3:11])[CH2:9][CH2:8][CH2:7]1.[C:13](OCC)(=[O:19])[C:14]([O:16][CH2:17][CH3:18])=[O:15].S(=O)(=O)(O)O.O, predict the reaction product. The product is: [CH2:17]([O:16][C:14](=[O:15])[C:13](=[O:19])[CH:11]=[C:10]([CH:6]1[CH2:9][CH2:8][CH2:7]1)[OH:12])[CH3:18]. (3) Given the reactants Cl[S:2]([C:5]1[CH:10]=[CH:9][C:8]([O:11][C:12](=[O:14])[CH3:13])=[CH:7][CH:6]=1)(=[O:4])=[O:3].[CH:15]([C:18]1[S:22][C:21]([NH2:23])=[N:20][N:19]=1)([CH3:17])[CH3:16], predict the reaction product. The product is: [CH:15]([C:18]1[S:22][C:21]([NH:23][S:2]([C:5]2[CH:10]=[CH:9][C:8]([O:11][C:12](=[O:14])[CH3:13])=[CH:7][CH:6]=2)(=[O:4])=[O:3])=[N:20][N:19]=1)([CH3:17])[CH3:16]. (4) Given the reactants [C:1](=[O:8])([O:3][CH2:4][CH2:5][CH2:6][OH:7])[NH2:2].[C:9]([O:13]CC)(=[O:12])[CH:10]=[CH2:11], predict the reaction product. The product is: [C:9]([OH:13])(=[O:12])[CH:10]=[CH2:11].[C:1](=[O:8])([O:3][CH2:4][CH2:5][CH2:6][OH:7])[NH2:2]. (5) Given the reactants Cl[C:2]1[C:7]([C:8]([NH2:10])=[O:9])=[CH:6][N:5]=[C:4]2[N:11]([CH2:14][O:15][CH2:16][CH2:17][Si:18]([CH3:21])([CH3:20])[CH3:19])[CH:12]=[CH:13][C:3]=12.C(N(CC)C(C)C)(C)C.[CH:31]1([NH2:37])[CH2:36][CH2:35][CH2:34][CH2:33][CH2:32]1.O, predict the reaction product. The product is: [CH:31]1([NH:37][C:2]2[C:7]([C:8]([NH2:10])=[O:9])=[CH:6][N:5]=[C:4]3[N:11]([CH2:14][O:15][CH2:16][CH2:17][Si:18]([CH3:21])([CH3:20])[CH3:19])[CH:12]=[CH:13][C:3]=23)[CH2:36][CH2:35][CH2:34][CH2:33][CH2:32]1. (6) Given the reactants CC(C)([O-])C.[K+].[CH2:7]([OH:12])[C:8]([F:11])([F:10])[F:9].F[C:14]1[CH:19]=[CH:18][C:17]([S:20][C:21]([C:34]2[CH:39]=[CH:38][CH:37]=[CH:36][CH:35]=2)([C:28]2[CH:33]=[CH:32][CH:31]=[CH:30][CH:29]=2)[C:22]2[CH:27]=[CH:26][CH:25]=[CH:24][CH:23]=2)=[C:16]([C:40]([F:43])([F:42])[F:41])[CH:15]=1.[Cl-].[Na+], predict the reaction product. The product is: [F:9][C:8]([F:11])([F:10])[CH2:7][O:12][C:14]1[CH:19]=[CH:18][C:17]([S:20][C:21]([C:22]2[CH:23]=[CH:24][CH:25]=[CH:26][CH:27]=2)([C:28]2[CH:33]=[CH:32][CH:31]=[CH:30][CH:29]=2)[C:34]2[CH:39]=[CH:38][CH:37]=[CH:36][CH:35]=2)=[C:16]([C:40]([F:43])([F:42])[F:41])[CH:15]=1. (7) Given the reactants [NH2:1][CH2:2][CH:3]([C:5]1[N:6]=[C:7]([C:10]([F:13])([F:12])[F:11])[S:8][CH:9]=1)[OH:4].O=[C:15]1[CH2:20][CH2:19][N:18]([C:21]2[CH:34]=[CH:33][C:24]([CH2:25][CH:26]3[S:30][C:29](=[O:31])[NH:28][C:27]3=[O:32])=[CH:23][CH:22]=2)[CH2:17][CH2:16]1.C(O[BH-](OC(=O)C)OC(=O)C)(=O)C.[Na+].[Cl-].[NH4+], predict the reaction product. The product is: [OH:4][C@H:3]([C:5]1[N:6]=[C:7]([C:10]([F:12])([F:13])[F:11])[S:8][CH:9]=1)[CH2:2][NH:1][CH:15]1[CH2:16][CH2:17][N:18]([C:21]2[CH:34]=[CH:33][C:24]([CH2:25][CH:26]3[S:30][C:29](=[O:31])[NH:28][C:27]3=[O:32])=[CH:23][CH:22]=2)[CH2:19][CH2:20]1.